Dataset: Reaction yield outcomes from USPTO patents with 853,638 reactions. Task: Predict the reaction yield, written as a fraction of the theoretical maximum amount of product (1.0 means a 100% yield; for example, 0.34 means a 34% yield). (1) The reactants are C(=O)([O-])[O-].[K+].[K+].Cl.[NH2:8][C:9]1[CH:10]=[C:11](B(O)O)[CH:12]=[CH:13][CH:14]=1.[CH2:18]([O:22][C:23]1[CH:24]=[C:25](/[CH:30]=[C:31](\[O:36][CH3:37])/[C:32]([O:34][CH3:35])=[O:33])[CH:26]=[CH:27][C:28]=1I)[CH2:19][CH2:20][CH3:21].O. The catalyst is COCCOC.C1C=CC([P]([Pd]([P](C2C=CC=CC=2)(C2C=CC=CC=2)C2C=CC=CC=2)([P](C2C=CC=CC=2)(C2C=CC=CC=2)C2C=CC=CC=2)[P](C2C=CC=CC=2)(C2C=CC=CC=2)C2C=CC=CC=2)(C2C=CC=CC=2)C2C=CC=CC=2)=CC=1.C(OCC)(=O)C. The product is [NH2:8][C:9]1[CH:10]=[C:11]([C:28]2[CH:27]=[CH:26][C:25](/[CH:30]=[C:31](\[O:36][CH3:37])/[C:32]([O:34][CH3:35])=[O:33])=[CH:24][C:23]=2[O:22][CH2:18][CH2:19][CH2:20][CH3:21])[CH:12]=[CH:13][CH:14]=1. The yield is 0.930. (2) The reactants are [CH2:1]([C:8]1[CH:13]=[CH:12][C:11]([NH:14][C:15]2[CH:16]=[N:17][N:18]([CH3:23])[C:19]=2[C:20]([OH:22])=O)=[CH:10][CH:9]=1)[C:2]1[CH:7]=[CH:6][CH:5]=[CH:4][CH:3]=1. The catalyst is P(Cl)(Cl)(Cl)=O. The product is [CH2:1]([C:8]1[CH:9]=[CH:10][C:11]2[NH:14][C:15]3[CH:16]=[N:17][N:18]([CH3:23])[C:19]=3[C:20](=[O:22])[C:12]=2[CH:13]=1)[C:2]1[CH:7]=[CH:6][CH:5]=[CH:4][CH:3]=1. The yield is 0.790. (3) The reactants are CCN(C(C)C)C(C)C.[C:10]([O:13][CH2:14][CH2:15][C:16]1[C:21]([N+:22]([O-:24])=[O:23])=[CH:20][CH:19]=[C:18]([NH2:25])[C:17]=1[F:26])(=[O:12])[CH3:11].[F:27][C:28]([F:43])([C:32]1[C:41]2[C:36](=[CH:37][CH:38]=[CH:39][CH:40]=2)[C:35]([F:42])=[CH:34][CH:33]=1)[C:29](Cl)=[O:30].FC(F)(C1C2C(=CC=CC=2)C(F)=CC=1)C(O)=O.C(Cl)(=O)C(Cl)=O. The catalyst is C(Cl)Cl. The product is [C:10]([O:13][CH2:14][CH2:15][C:16]1[C:21]([N+:22]([O-:24])=[O:23])=[CH:20][CH:19]=[C:18]([NH:25][C:29](=[O:30])[C:28]([F:43])([F:27])[C:32]2[C:41]3[C:36](=[CH:37][CH:38]=[CH:39][CH:40]=3)[C:35]([F:42])=[CH:34][CH:33]=2)[C:17]=1[F:26])(=[O:12])[CH3:11]. The yield is 0.610. (4) The reactants are C1C=C(Cl)C=C(C(OO)=[O:9])C=1.[N+:12]([C:15]1[C:16]([N:24]2[CH2:29][CH2:28][CH2:27][C@H:26]([NH:30][C:31](=[O:37])[O:32][C:33]([CH3:36])([CH3:35])[CH3:34])[CH2:25]2)=[C:17]2[CH2:23][CH2:22][CH2:21][C:18]2=[N:19][CH:20]=1)([O-:14])=[O:13].[O-]S([O-])(=S)=O.[Na+].[Na+].[OH-].[Na+]. The catalyst is C(Cl)Cl. The product is [N+:12]([C:15]1[C:16]([N:24]2[CH2:29][CH2:28][CH2:27][C@H:26]([NH:30][C:31](=[O:37])[O:32][C:33]([CH3:34])([CH3:36])[CH3:35])[CH2:25]2)=[C:17]2[CH2:23][CH2:22][CH2:21][C:18]2=[N+:19]([O-:9])[CH:20]=1)([O-:14])=[O:13]. The yield is 0.880.